This data is from Full USPTO retrosynthesis dataset with 1.9M reactions from patents (1976-2016). The task is: Predict the reactants needed to synthesize the given product. (1) Given the product [NH2:1][C:2]1[N:10]=[C:9]([C:11]#[N:12])[C:8]([NH2:13])=[CH:7][C:3]=1[C:4]([OH:6])=[O:5], predict the reactants needed to synthesize it. The reactants are: [NH2:1][C:2]1[N:10]=[C:9]([C:11]#[N:12])[C:8]([N+:13]([O-])=O)=[CH:7][C:3]=1[C:4]([OH:6])=[O:5]. (2) The reactants are: Cl[C:2]1[C:11]([CH3:12])=[C:10]([Cl:13])[C:9]2[C:4](=[CH:5][C:6]([F:15])=[CH:7][C:8]=2[F:14])[N:3]=1.[S:16]1(=[O:22])(=[O:21])[CH2:20][CH2:19][CH2:18][NH:17]1.CC1(C)C2C=CC=C(P(C3C=CC=CC=3)C3C=CC=CC=3)C=2OC2C1=CC=CC=2P(C1C=CC=CC=1)C1C=CC=CC=1.C(=O)([O-])[O-].[Cs+].[Cs+]. Given the product [Cl:13][C:10]1[C:9]2[C:4](=[CH:5][C:6]([F:15])=[CH:7][C:8]=2[F:14])[N:3]=[C:2]([N:17]2[CH2:18][CH2:19][CH2:20][S:16]2(=[O:22])=[O:21])[C:11]=1[CH3:12], predict the reactants needed to synthesize it.